From a dataset of Full USPTO retrosynthesis dataset with 1.9M reactions from patents (1976-2016). Predict the reactants needed to synthesize the given product. (1) Given the product [C:1]([O:5][C:6]([N:8]1[CH2:24][CH2:23][CH2:22][C:10]2([N:14]([C:15]3[CH:20]=[CH:19][CH:18]=[CH:17][CH:16]=3)[CH2:13][N:12]([CH3:26])[C:11]2=[O:21])[CH2:9]1)=[O:7])([CH3:4])([CH3:2])[CH3:3], predict the reactants needed to synthesize it. The reactants are: [C:1]([O:5][C:6]([N:8]1[CH2:24][CH2:23][CH2:22][C:10]2([N:14]([C:15]3[CH:20]=[CH:19][CH:18]=[CH:17][CH:16]=3)[CH2:13][NH:12][C:11]2=[O:21])[CH2:9]1)=[O:7])([CH3:4])([CH3:3])[CH3:2].[Li+].[CH3:26][Si]([N-][Si](C)(C)C)(C)C.CI. (2) Given the product [Br:16][CH2:17][C:18]([NH:10][C:5]1[CH:4]=[C:3]([O:2][CH3:1])[CH:8]=[CH:7][C:6]=1[OH:9])=[O:19], predict the reactants needed to synthesize it. The reactants are: [CH3:1][O:2][C:3]1[CH:8]=[CH:7][C:6]([OH:9])=[C:5]([NH2:10])[CH:4]=1.C(=O)(O)[O-].[Na+].[Br:16][CH2:17][C:18](Br)=[O:19]. (3) Given the product [CH2:1]([N:4]1[C:12](=[O:13])[C:11]2[NH:10][C:9]([C:22]3[CH:23]=[N:24][N:25]([CH2:27][C:28]#[C:29][C:30]4[CH:35]=[CH:34][C:33]([CH3:36])=[CH:32][CH:31]=4)[CH:26]=3)=[N:8][C:7]=2[NH:6][C:5]1=[O:45])[CH2:2][CH3:3], predict the reactants needed to synthesize it. The reactants are: [CH2:1]([N:4]1[C:12](=[O:13])[C:11]2[N:10](COCC[Si](C)(C)C)[C:9]([C:22]3[CH:23]=[N:24][N:25]([CH2:27][C:28]#[C:29][C:30]4[CH:35]=[CH:34][C:33]([CH3:36])=[CH:32][CH:31]=4)[CH:26]=3)=[N:8][C:7]=2[N:6](COCC[Si](C)(C)C)[C:5]1=[O:45])[CH2:2][CH3:3].Cl. (4) Given the product [CH3:14][C:2]1[CH:3]=[C:4]([C:10]([O:12][CH3:13])=[O:11])[C:5]([O:8][CH3:9])=[N:6][CH:7]=1, predict the reactants needed to synthesize it. The reactants are: Br[C:2]1[CH:3]=[C:4]([C:10]([O:12][CH3:13])=[O:11])[C:5]([O:8][CH3:9])=[N:6][CH:7]=1.[CH3:14]OB(O)O.C(=O)([O-])[O-].[Cs+].[Cs+]. (5) The reactants are: [CH3:1][C:2]1[S:3][C:4]2[CH:10]=[CH:9][C:8]([O:11][CH2:12][CH:13]3[CH2:15][O:14]3)=[CH:7][C:5]=2[N:6]=1.[N:16]1([C:22]([O:24][C:25]([CH3:28])([CH3:27])[CH3:26])=[O:23])[CH2:21][CH2:20][NH:19][CH2:18][CH2:17]1. Given the product [OH:14][C@@H:13]([CH2:12][O:11][C:8]1[CH:9]=[CH:10][C:4]2[S:3][C:2]([CH3:1])=[N:6][C:5]=2[CH:7]=1)[CH2:15][N:19]1[CH2:18][CH2:17][N:16]([C:22]([O:24][C:25]([CH3:28])([CH3:27])[CH3:26])=[O:23])[CH2:21][CH2:20]1, predict the reactants needed to synthesize it. (6) Given the product [CH3:1][N:2]([CH3:13])[S:3]([N:6]1[C:10]([CH2:17][CH2:16][CH2:15][Cl:14])=[C:9]([Br:11])[C:8]([CH3:12])=[N:7]1)(=[O:4])=[O:5], predict the reactants needed to synthesize it. The reactants are: [CH3:1][N:2]([CH3:13])[S:3]([N:6]1[CH:10]=[C:9]([Br:11])[C:8]([CH3:12])=[N:7]1)(=[O:5])=[O:4].[Cl:14][CH2:15][CH2:16][CH2:17]I. (7) The reactants are: [NH2:1]/[C:2](/OCC)=[CH:3]\[C:4](=O)[C:5]([F:8])([F:7])[F:6].S(O)(O)(=O)=O.[CH3:18][NH:19][NH2:20]. Given the product [CH3:18][N:19]1[C:4]([C:5]([F:8])([F:7])[F:6])=[CH:3][C:2]([NH2:1])=[N:20]1, predict the reactants needed to synthesize it.